This data is from Peptide-MHC class I binding affinity with 185,985 pairs from IEDB/IMGT. The task is: Regression. Given a peptide amino acid sequence and an MHC pseudo amino acid sequence, predict their binding affinity value. This is MHC class I binding data. (1) The peptide sequence is DEHLRGFSK. The MHC is HLA-A68:02 with pseudo-sequence HLA-A68:02. The binding affinity (normalized) is 0. (2) The peptide sequence is ILPMIIGEPI. The MHC is HLA-A02:06 with pseudo-sequence HLA-A02:06. The binding affinity (normalized) is 0.398.